This data is from NCI-60 drug combinations with 297,098 pairs across 59 cell lines. The task is: Regression. Given two drug SMILES strings and cell line genomic features, predict the synergy score measuring deviation from expected non-interaction effect. Drug 1: CC1=C2C(C(=O)C3(C(CC4C(C3C(C(C2(C)C)(CC1OC(=O)C(C(C5=CC=CC=C5)NC(=O)C6=CC=CC=C6)O)O)OC(=O)C7=CC=CC=C7)(CO4)OC(=O)C)O)C)OC(=O)C. Drug 2: CN1C2=C(C=C(C=C2)N(CCCl)CCCl)N=C1CCCC(=O)O.Cl. Cell line: SK-MEL-28. Synergy scores: CSS=3.13, Synergy_ZIP=-0.605, Synergy_Bliss=5.65, Synergy_Loewe=6.81, Synergy_HSA=5.07.